This data is from Forward reaction prediction with 1.9M reactions from USPTO patents (1976-2016). The task is: Predict the product of the given reaction. (1) Given the reactants C([NH:5][C:6]([N:8]1[C:16]2[C:11](=[CH:12][C:13]([C:17]([F:20])([F:19])[F:18])=[CH:14][CH:15]=2)[C:10]([NH:21][CH2:22][C:23](=[O:41])[NH:24][CH:25]2[CH2:28][N:27]([CH:29]3[CH2:34][CH2:33][C:32]([OH:40])([C:35]4[S:36][CH:37]=[CH:38][N:39]=4)[CH2:31][CH2:30]3)[CH2:26]2)=[N:9]1)=[O:7])(C)(C)C, predict the reaction product. The product is: [OH:40][C:32]1([C:35]2[S:36][CH:37]=[CH:38][N:39]=2)[CH2:31][CH2:30][CH:29]([N:27]2[CH2:26][CH:25]([NH:24][C:23]([CH2:22][NH:21][C:10]3[C:11]4[C:16](=[CH:15][CH:14]=[C:13]([C:17]([F:19])([F:20])[F:18])[CH:12]=4)[N:8]([C:6]([NH2:5])=[O:7])[N:9]=3)=[O:41])[CH2:28]2)[CH2:34][CH2:33]1. (2) The product is: [Cl:23][C:19]1[CH:18]=[C:17]([C:14]2[CH:15]=[CH:16][C:11]([CH2:10][C@@H:3]([NH:2][C:25](=[O:31])[C:26]([O:28][CH2:29][CH3:30])=[O:27])[CH2:4][C:5]([O:7][CH2:8][CH3:9])=[O:6])=[CH:12][CH:13]=2)[CH:22]=[CH:21][CH:20]=1. Given the reactants Cl.[NH2:2][C@H:3]([CH2:10][C:11]1[CH:16]=[CH:15][C:14]([C:17]2[CH:22]=[CH:21][CH:20]=[C:19]([Cl:23])[CH:18]=2)=[CH:13][CH:12]=1)[CH2:4][C:5]([O:7][CH2:8][CH3:9])=[O:6].Cl[C:25](=[O:31])[C:26]([O:28][CH2:29][CH3:30])=[O:27], predict the reaction product. (3) Given the reactants Cl.[OH:2][CH2:3][CH2:4][CH2:5][N:6]([CH3:20])[C:7](=[O:19])[CH2:8][CH2:9][O:10][C@H:11]1[CH2:16][CH2:15][C@H:14]([NH:17][CH3:18])[CH2:13][CH2:12]1.C(N(CC)C(C)C)(C)C.[Br:30][C:31]1[CH:36]=[CH:35][C:34]([S:37](Cl)(=[O:39])=[O:38])=[CH:33][CH:32]=1, predict the reaction product. The product is: [Br:30][C:31]1[CH:36]=[CH:35][C:34]([S:37]([N:17]([CH3:18])[C@H:14]2[CH2:13][CH2:12][C@H:11]([O:10][CH2:9][CH2:8][C:7]([N:6]([CH2:5][CH2:4][CH2:3][OH:2])[CH3:20])=[O:19])[CH2:16][CH2:15]2)(=[O:39])=[O:38])=[CH:33][CH:32]=1. (4) The product is: [CH2:14]([O:16][C:17](=[O:31])[C@@H:18]([O:28][CH2:29][CH3:30])[CH2:19][C:20]1[CH:25]=[CH:24][C:23]([O:26][CH2:33]/[CH:34]=[CH:35]/[C:36]#[C:37][C:38]2[CH:43]=[CH:42][C:41]([C:44]#[C:45]/[CH:46]=[CH:47]/[CH2:48][O:49][C:21]3[CH:20]=[CH:19][C:13]([CH2:12][C@H:11]([O:28][CH2:18][CH3:17])[C:10]([O:16][CH2:14][CH3:15])=[O:50])=[CH:23][C:22]=3[Br:27])=[CH:40][CH:39]=2)=[C:22]([Br:27])[CH:21]=1)[CH3:15]. Given the reactants [CH2:10](P([CH2:10][CH2:11][CH2:12][CH3:13])[CH2:10][CH2:11][CH2:12][CH3:13])[CH2:11][CH2:12][CH3:13].[CH2:14]([O:16][C:17](=[O:31])[C@@H:18]([O:28][CH2:29][CH3:30])[CH2:19][C:20]1[CH:25]=[CH:24][C:23]([OH:26])=[C:22]([Br:27])[CH:21]=1)[CH3:15].O[CH2:33]/[CH:34]=[CH:35]/[C:36]#[C:37][C:38]1[CH:43]=[CH:42][C:41]([C:44]#[C:45]/[CH:46]=[CH:47]/[CH2:48][OH:49])=[CH:40][CH:39]=1.[OH2:50], predict the reaction product. (5) Given the reactants [C:1]([C:3]1[CH:8]=[CH:7][C:6]([C:9]2[CH:10]=[N:11][N:12]([C:23]3[CH:32]=[C:31]([CH3:33])[C:26]([C:27]([O:29]C)=[O:28])=[CH:25][N:24]=3)[C:13]=2[O:14]COCC[Si](C)(C)C)=[CH:5][CH:4]=1)#[N:2].CO.[Li+].[OH-], predict the reaction product. The product is: [C:1]([C:3]1[CH:4]=[CH:5][C:6]([C:9]2[CH:10]=[N:11][N:12]([C:23]3[CH:32]=[C:31]([CH3:33])[C:26]([C:27]([OH:29])=[O:28])=[CH:25][N:24]=3)[C:13]=2[OH:14])=[CH:7][CH:8]=1)#[N:2]. (6) The product is: [CH3:6][N:7]([CH3:8])[S:30]([C:33]1[C:41]2[C:36](=[CH:37][CH:38]=[C:39]([O:42][CH3:43])[CH:40]=2)[NH:35][C:34]=1[C:53]([NH2:62])=[O:55])(=[O:32])=[O:31]. Given the reactants ClC1C=C2[C:8](=CC=1)[N:7](S(C1C=CC=CC=1)(=O)=O)[C:6](C(OCC)=O)=C2S(Cl)(=O)=O.Cl[S:30]([C:33]1[C:41]2[C:36](=[CH:37][CH:38]=[C:39]([O:42][CH3:43])[CH:40]=2)[N:35](S(C2C=CC=CC=2)(=O)=O)[C:34]=1[C:53]([O:55]CC)=O)(=[O:32])=[O:31].Cl.CN.C[NH:62]C, predict the reaction product. (7) Given the reactants [Cl:1][C:2]1[NH:3][CH:4]=[C:5]2[C:10]=1[C:9](=[O:11])[N:8]([CH3:12])[C:7](=[O:13])[N:6]2[CH2:14][CH:15]([CH3:17])[CH3:16].Br[CH2:19][C:20]1[CH:25]=[CH:24][C:23]([N:26]2[CH:30]=[N:29][CH:28]=[N:27]2)=[CH:22][CH:21]=1.C(=O)([O-])[O-].[Cs+].[Cs+], predict the reaction product. The product is: [N:26]1([C:23]2[CH:24]=[CH:25][C:20]([CH2:19][N:3]3[C:2]([Cl:1])=[C:10]4[C:5]([N:6]([CH2:14][CH:15]([CH3:17])[CH3:16])[C:7](=[O:13])[N:8]([CH3:12])[C:9]4=[O:11])=[CH:4]3)=[CH:21][CH:22]=2)[CH:30]=[N:29][CH:28]=[N:27]1. (8) The product is: [NH2:9][C@@:8]1([C:3]2[CH:4]=[CH:5][CH:6]=[CH:7][C:2]=2[F:1])[CH2:15][C@@H:14]([O:16][CH3:17])[CH2:13][C@H:12]1[CH2:11][OH:10]. Given the reactants [F:1][C:2]1[CH:7]=[CH:6][CH:5]=[CH:4][C:3]=1[C@:8]12[CH2:15][C@@H:14]([O:16][CH3:17])[CH2:13][C@H:12]1[CH2:11][O:10][NH:9]2, predict the reaction product.